From a dataset of Forward reaction prediction with 1.9M reactions from USPTO patents (1976-2016). Predict the product of the given reaction. (1) Given the reactants [CH3:1][O:2][C:3](=[O:16])[CH2:4][C@@H:5]([C:9]1[CH:14]=[CH:13][C:12]([OH:15])=[CH:11][CH:10]=1)[C:6]#[C:7][CH3:8].[C:30]1(P([C:30]2[CH:35]=[CH:34][CH:33]=[CH:32][CH:31]=2)[C:30]2[CH:35]=[CH:34][CH:33]=[CH:32][CH:31]=2)[CH:35]=[CH:34][CH:33]=[CH:32][CH:31]=1.N(C(N(C)C)=O)=NC(N(C)C)=O, predict the reaction product. The product is: [CH3:1][O:2][C:3](=[O:16])[CH2:4][C@@H:5]([C:9]1[CH:10]=[CH:11][C:12]([O:15][CH2:4][C:5]2[CH2:9][C:30]3([CH2:31][CH2:32][CH2:33][CH2:34][CH2:35]3)[CH2:8][CH2:7][CH:6]=2)=[CH:13][CH:14]=1)[C:6]#[C:7][CH3:8]. (2) Given the reactants [CH3:1][NH:2][N:3]=[C:4]([CH3:10])[CH2:5][S:6]([CH3:9])(=[O:8])=[O:7].O1CCCC1.C(N(CC)CC)C.[CH2:23]([C:25]1([C:35](=[O:39])[C:36](Cl)=[O:37])[CH:30]=[C:29]([CH2:31][CH3:32])[CH:28]=[C:27]([CH2:33][CH3:34])[CH2:26]1)[CH3:24], predict the reaction product. The product is: [CH2:23]([C:25]1([C:35](=[O:39])[C:36]([N:2]([CH3:1])[N:3]=[C:4]([CH3:10])[CH2:5][S:6]([CH3:9])(=[O:8])=[O:7])=[O:37])[CH:30]=[C:29]([CH2:31][CH3:32])[CH:28]=[C:27]([CH2:33][CH3:34])[CH2:26]1)[CH3:24]. (3) Given the reactants [C:1]([O:5][C:6](=[O:37])[NH:7][C:8]1[CH:9]=[C:10]2[C:14](=[CH:15][CH:16]=1)[N:13]([CH3:17])[CH:12]=[C:11]2[C:18]1[N:26](S(C2C=CC(C)=CC=2)(=O)=O)[C:21]2=[N:22][CH:23]=[CH:24][CH:25]=[C:20]2[CH:19]=1)([CH3:4])([CH3:3])[CH3:2].[OH-].[K+], predict the reaction product. The product is: [C:1]([O:5][C:6](=[O:37])[NH:7][C:8]1[CH:9]=[C:10]2[C:14](=[CH:15][CH:16]=1)[N:13]([CH3:17])[CH:12]=[C:11]2[C:18]1[NH:26][C:21]2=[N:22][CH:23]=[CH:24][CH:25]=[C:20]2[CH:19]=1)([CH3:4])([CH3:2])[CH3:3]. (4) Given the reactants Cl[C:2]1[CH:7]=[CH:6][N:5]=[CH:4][C:3]=1[N+:8]([O-])=O.[C:11]1([NH:17][C:18](=O)[CH3:19])[CH:16]=[CH:15][CH:14]=[CH:13][CH:12]=1, predict the reaction product. The product is: [CH3:19][C:18]1[N:17]([C:11]2[CH:16]=[CH:15][CH:14]=[CH:13][CH:12]=2)[C:2]2[CH:7]=[CH:6][N:5]=[CH:4][C:3]=2[N:8]=1. (5) Given the reactants [F:1][C:2]([F:13])([F:12])[C:3]1[C:4]2[CH2:11][CH2:10][O:9][CH2:8][C:5]=2[NH:6][N:7]=1.I[C:15]1[CH:20]=[CH:19][C:18]([C:21]([N:23]2[CH2:26][CH2:25][CH2:24]2)=[O:22])=[CH:17][CH:16]=1, predict the reaction product. The product is: [N:23]1([C:21]([C:18]2[CH:19]=[CH:20][C:15]([N:6]3[C:5]4[CH2:8][O:9][CH2:10][CH2:11][C:4]=4[C:3]([C:2]([F:12])([F:1])[F:13])=[N:7]3)=[CH:16][CH:17]=2)=[O:22])[CH2:26][CH2:25][CH2:24]1.